This data is from Reaction yield outcomes from USPTO patents with 853,638 reactions. The task is: Predict the reaction yield, written as a fraction of the theoretical maximum amount of product (1.0 means a 100% yield; for example, 0.34 means a 34% yield). The reactants are [Cl-].[C:2]([O:6][C:7](=[O:10])[CH2:8][Zn+])([CH3:5])([CH3:4])[CH3:3].[Br:11][C:12]1[CH:13]=[C:14]2[C:25](=[CH:26][CH:27]=1)[O:24][C:17]1[C:18]([F:23])=[N:19][C:20]([Cl:22])=[CH:21][C:16]=1[C:15]2=[O:28]. The catalyst is C1COCC1. The product is [Br:11][C:12]1[CH:13]=[C:14]2[C:25](=[CH:26][CH:27]=1)[O:24][C:17]1[C:18]([F:23])=[N:19][C:20]([Cl:22])=[CH:21][C:16]=1[C:15]2([CH2:8][C:7]([O:6][C:2]([CH3:5])([CH3:4])[CH3:3])=[O:10])[OH:28]. The yield is 0.890.